From a dataset of Full USPTO retrosynthesis dataset with 1.9M reactions from patents (1976-2016). Predict the reactants needed to synthesize the given product. (1) Given the product [Br:17][C:4]1[C:3]([CH3:14])=[C:2]([NH2:1])[N:6]([C:7]2[CH:12]=[CH:11][CH:10]=[CH:9][CH:8]=2)[N:5]=1, predict the reactants needed to synthesize it. The reactants are: [NH2:1][C:2]1[N:6]([C:7]2[CH:12]=[CH:11][CH:10]=[CH:9][CH:8]=2)[NH:5][C:4](=O)[C:3]=1[CH3:14].P(Br)(Br)([Br:17])=O. (2) Given the product [O:20]=[C:21]1[C@@H:27]([NH:28][C:29](=[O:53])[C:30](=[O:52])[C@@H:31]([NH:35][C:36]([C:38]2([NH:44][C:45]([C@@H:47]3[CH2:51][CH2:50][CH2:49][O:48]3)=[O:46])[CH2:39][CH2:40][CH2:41][CH2:42][CH2:43]2)=[O:37])[CH:32]([CH3:33])[CH3:34])[CH2:26][CH2:25][CH2:24][CH2:23][NH:22]1, predict the reactants needed to synthesize it. The reactants are: C(N(CC)C(C)C)(C)C.N1C=CC=CC=1.S(=O)(=O)=O.[O:20]=[C:21]1[C@@H:27]([NH:28][C:29](=[O:53])[C@@H:30]([OH:52])[C@@H:31]([NH:35][C:36]([C:38]2([NH:44][C:45]([C@@H:47]3[CH2:51][CH2:50][CH2:49][O:48]3)=[O:46])[CH2:43][CH2:42][CH2:41][CH2:40][CH2:39]2)=[O:37])[CH:32]([CH3:34])[CH3:33])[CH2:26][CH2:25][CH2:24][CH2:23][NH:22]1. (3) Given the product [CH3:3][C:2]([NH2:11])([CH2:4][C:5]1[CH:6]=[CH:7][CH:8]=[CH:9][CH:10]=1)[CH3:1], predict the reactants needed to synthesize it. The reactants are: [CH3:1][C:2]([NH2:11])([CH2:4][C:5]1[CH:6]=[CH:7][CH:8]=[CH:9][CH:10]=1)[CH3:3].Cl.C(O)[C@H]1O[C@H](O[C@]2(CO)O[C@H](CO)[C@@H](O)[C@@H]2O)[C@H](O)[C@@H](O)[C@@H]1O. (4) The reactants are: [CH2:1]([N:3]([CH2:6][C:7]1[S:11][C:10]([C:12]2[O:16][N:15]=[C:14]([C:17]3[CH:22]=[CH:21][C:20]([CH2:23][CH:24]([OH:27])[CH2:25][OH:26])=[CH:19][CH:18]=3)[N:13]=2)=[CH:9][C:8]=1[CH3:28])[CH2:4][CH3:5])[CH3:2].CCN(C(C)C)C(C)C.[CH3:38][S:39](Cl)(=[O:41])=[O:40]. Given the product [CH2:1]([N:3]([CH2:6][C:7]1[S:11][C:10]([C:12]2[O:16][N:15]=[C:14]([C:17]3[CH:18]=[CH:19][C:20]([CH2:23][CH:24]([OH:27])[CH2:25][O:26][S:39]([CH3:38])(=[O:41])=[O:40])=[CH:21][CH:22]=3)[N:13]=2)=[CH:9][C:8]=1[CH3:28])[CH2:4][CH3:5])[CH3:2], predict the reactants needed to synthesize it. (5) Given the product [C:21]([N:18]1[CH2:17][CH2:16][C:15]2([CH2:10][C:9](=[O:11])[C:4]3[C:5](=[CH:6][CH:7]=[C:2]([Cl:1])[C:3]=3[O:12][CH3:13])[O:8]2)[CH2:20][CH2:19]1)([O:23][C:24]([CH3:27])([CH3:26])[CH3:25])=[O:22], predict the reactants needed to synthesize it. The reactants are: [Cl:1][C:2]1[C:3]([O:12][CH3:13])=[C:4]([C:9](=[O:11])[CH3:10])[C:5]([OH:8])=[CH:6][CH:7]=1.O=[C:15]1[CH2:20][CH2:19][N:18]([C:21]([O:23][C:24]([CH3:27])([CH3:26])[CH3:25])=[O:22])[CH2:17][CH2:16]1.N1CCCC1. (6) Given the product [C:1]([C:5]1[CH:9]=[C:8]([NH:10][C:11](=[O:47])[NH:12][C:13]2[C:22]3[C:17](=[CH:18][CH:19]=[CH:20][CH:21]=3)[C:16]([O:23][CH2:24][C:25]3[CH:30]=[CH:29][N:28]=[C:27]([NH:31][C:32]([C@H:34]4[CH2:39][O:38][CH2:37][CH2:36][NH:35]4)=[O:33])[CH:26]=3)=[CH:15][CH:14]=2)[N:7]([C:48]2[CH:53]=[CH:52][C:51]([CH3:54])=[CH:50][CH:49]=2)[N:6]=1)([CH3:4])([CH3:3])[CH3:2], predict the reactants needed to synthesize it. The reactants are: [C:1]([C:5]1[CH:9]=[C:8]([NH:10][C:11](=[O:47])[NH:12][C:13]2[C:22]3[C:17](=[CH:18][CH:19]=[CH:20][CH:21]=3)[C:16]([O:23][CH2:24][C:25]3[CH:30]=[CH:29][N:28]=[C:27]([NH:31][C:32]([C@H:34]4[CH2:39][O:38][CH2:37][CH2:36][N:35]4C(OC(C)(C)C)=O)=[O:33])[CH:26]=3)=[CH:15][CH:14]=2)[N:7]([C:48]2[CH:53]=[CH:52][C:51]([CH3:54])=[CH:50][CH:49]=2)[N:6]=1)([CH3:4])([CH3:3])[CH3:2].